This data is from Forward reaction prediction with 1.9M reactions from USPTO patents (1976-2016). The task is: Predict the product of the given reaction. Given the reactants [NH2:1][C:2]1[CH:3]=[CH:4][C:5]([C:18]2[C:19]([N:38]([CH3:43])[S:39]([CH3:42])(=[O:41])=[O:40])=[CH:20][C:21]3[O:25][C:24]([C:26]4[CH:31]=[CH:30][C:29]([F:32])=[CH:28][CH:27]=4)=[C:23]([C:33]([NH:35][CH3:36])=[O:34])[C:22]=3[CH:37]=2)=[N:6][C:7]=1[C:8]1[NH:9][C:10]2[C:15]([CH:16]=1)=[C:14]([F:17])[CH:13]=[CH:12][CH:11]=2.[C:44]1(=O)[CH2:47][CH2:46][CH2:45]1.Cl.CO, predict the reaction product. The product is: [F:17][C:14]1[C:15]2[CH:16]=[C:8]3[C:7]4[N:6]=[C:5]([C:18]5[C:19]([N:38]([CH3:43])[S:39]([CH3:42])(=[O:41])=[O:40])=[CH:20][C:21]6[O:25][C:24]([C:26]7[CH:27]=[CH:28][C:29]([F:32])=[CH:30][CH:31]=7)=[C:23]([C:33]([NH:35][CH3:36])=[O:34])[C:22]=6[CH:37]=5)[CH:4]=[CH:3][C:2]=4[NH:1][C:44]4([CH2:47][CH2:46][CH2:45]4)[N:9]3[C:10]=2[CH:11]=[CH:12][CH:13]=1.